Binary Classification. Given a T-cell receptor sequence (or CDR3 region) and an epitope sequence, predict whether binding occurs between them. From a dataset of TCR-epitope binding with 47,182 pairs between 192 epitopes and 23,139 TCRs. (1) The epitope is LLFNKVTLA. The TCR CDR3 sequence is CASNQPLAYNEQFF. Result: 0 (the TCR does not bind to the epitope). (2) The epitope is KTSVDCTMYI. The TCR CDR3 sequence is CASSVGQGDQNEQFF. Result: 1 (the TCR binds to the epitope). (3) The TCR CDR3 sequence is CASSQSLGTGELFF. The epitope is RQLLFVVEV. Result: 1 (the TCR binds to the epitope). (4) Result: 1 (the TCR binds to the epitope). The TCR CDR3 sequence is CASSSTGGGEKDQPQHF. The epitope is SLFNTVATLY.